This data is from Full USPTO retrosynthesis dataset with 1.9M reactions from patents (1976-2016). The task is: Predict the reactants needed to synthesize the given product. (1) Given the product [Cl:25][C:26]1[N:31]=[C:30]([NH:1][CH2:2][C@@H:3]2[C@H:8]([CH3:9])[CH2:7][CH2:6][CH2:5][N:4]2[C:10]([C:12]2[N:13]=[C:14]([CH3:24])[S:15][C:16]=2[C:17]2[CH:18]=[CH:19][C:20]([F:23])=[CH:21][CH:22]=2)=[O:11])[CH:29]=[CH:28][N:27]=1, predict the reactants needed to synthesize it. The reactants are: [NH2:1][CH2:2][C@@H:3]1[C@H:8]([CH3:9])[CH2:7][CH2:6][CH2:5][N:4]1[C:10]([C:12]1[N:13]=[C:14]([CH3:24])[S:15][C:16]=1[C:17]1[CH:22]=[CH:21][C:20]([F:23])=[CH:19][CH:18]=1)=[O:11].[Cl:25][C:26]1[N:31]=[C:30](Cl)[CH:29]=[CH:28][N:27]=1.C([O-])([O-])=O.[K+].[K+]. (2) Given the product [CH2:1]([O:3][C:4](=[O:19])[CH:5]([S:28][C:25]1[CH:26]=[CH:27][C:22]([O:21][CH3:20])=[CH:23][CH:24]=1)[CH2:6][CH2:7][CH2:8][CH2:9][CH2:10][CH2:11][CH2:12][CH2:13][CH2:14][CH2:15][CH2:16][CH3:17])[CH3:2], predict the reactants needed to synthesize it. The reactants are: [CH2:1]([O:3][C:4](=[O:19])[CH:5](Br)[CH2:6][CH2:7][CH2:8][CH2:9][CH2:10][CH2:11][CH2:12][CH2:13][CH2:14][CH2:15][CH2:16][CH3:17])[CH3:2].[CH3:20][O:21][C:22]1[CH:27]=[CH:26][C:25]([SH:28])=[CH:24][CH:23]=1. (3) Given the product [NH2:4][CH2:5][CH2:6][NH:7][S:8]([C:11]1[CH:12]=[CH:13][C:14]([C:17]2[CH:22]=[CH:21][N:20]=[C:19]3[NH:23][C:24]([CH2:26][CH2:27][CH2:28][OH:29])=[CH:25][C:18]=23)=[CH:15][CH:16]=1)(=[O:9])=[O:10], predict the reactants needed to synthesize it. The reactants are: C(O)=O.[NH2:4][CH2:5][CH2:6][NH:7][S:8]([C:11]1[CH:16]=[CH:15][C:14]([C:17]2[CH:22]=[CH:21][N:20]=[C:19]3[NH:23][C:24]([C:26]#[C:27][CH2:28][OH:29])=[CH:25][C:18]=23)=[CH:13][CH:12]=1)(=[O:10])=[O:9]. (4) The reactants are: [C:1]12([C:11]([NH:13][CH:14]([C:18]3[CH:28]=[CH:27][C:21]([C:22]([O:24]CC)=O)=[CH:20][CH:19]=3)[CH:15]([CH3:17])[CH3:16])=[O:12])[CH2:10][CH:5]3[CH2:6][CH:7]([CH2:9][CH:3]([CH2:4]3)[CH2:2]1)[CH2:8]2.[OH-:29].[K+].Cl.[NH2:32]O.CO. Given the product [OH:29][NH:32][C:22]([C:21]1[CH:20]=[CH:19][C:18]([CH:14]([NH:13][C:11]([C:1]23[CH2:10][CH:5]4[CH2:4][CH:3]([CH2:9][CH:7]([CH2:6]4)[CH2:8]2)[CH2:2]3)=[O:12])[CH:15]([CH3:16])[CH3:17])=[CH:28][CH:27]=1)=[O:24], predict the reactants needed to synthesize it. (5) Given the product [NH2:12][C:13]1[C:14]([CH3:1])=[CH:15][C:16]([CH2:17][C@@H:18]([CH2:23][C:24](=[O:43])[N:25]2[CH2:30][CH2:29][CH:28]([N:31]3[CH2:37][CH2:36][C:35]4[CH:38]=[CH:39][CH:40]=[CH:41][C:34]=4[NH:33][C:32]3=[O:42])[CH2:27][CH2:26]2)[C:19]([O:21][CH3:22])=[O:20])=[CH:44][C:45]=1[Cl:46], predict the reactants needed to synthesize it. The reactants are: [CH3:1]OB(O)O.C([O-])([O-])=O.[Na+].[Na+].[NH2:12][C:13]1[C:45]([Cl:46])=[CH:44][C:16]([CH2:17][C@@H:18]([CH2:23][C:24](=[O:43])[N:25]2[CH2:30][CH2:29][CH:28]([N:31]3[CH2:37][CH2:36][C:35]4[CH:38]=[CH:39][CH:40]=[CH:41][C:34]=4[NH:33][C:32]3=[O:42])[CH2:27][CH2:26]2)[C:19]([O:21][CH3:22])=[O:20])=[CH:15][C:14]=1Br. (6) Given the product [O:12]1[CH2:13][CH2:14][C@@H:10]([O:9][C:3]2[C:2]([Br:1])=[CH:7][N:6]=[C:5]([NH:24][CH:18]3[CH:19]([CH3:23])[CH2:20][CH2:21][CH2:22][CH:17]3[CH3:16])[N:4]=2)[CH2:11]1, predict the reactants needed to synthesize it. The reactants are: [Br:1][C:2]1[C:3]([O:9][C@@H:10]2[CH2:14][CH2:13][O:12][CH2:11]2)=[N:4][C:5](Cl)=[N:6][CH:7]=1.Cl.[CH3:16][CH:17]1[CH2:22][CH2:21][CH2:20][CH:19]([CH3:23])[CH:18]1[NH2:24]. (7) Given the product [CH3:3][CH:4]1[NH:9][CH2:8][CH2:7][N:6]2[CH:10]=[CH:11][CH:12]=[C:5]12, predict the reactants needed to synthesize it. The reactants are: [BH4-].[Na+].[CH3:3][C:4]1[C:5]2[N:6]([CH:10]=[CH:11][CH:12]=2)[CH2:7][CH2:8][N:9]=1.